From a dataset of Full USPTO retrosynthesis dataset with 1.9M reactions from patents (1976-2016). Predict the reactants needed to synthesize the given product. (1) Given the product [Br:17][C:8]1[C:7]([CH2:14][CH2:15][CH3:16])=[CH:6][C:5]2[C:10](=[CH:11][CH:12]=[C:3]([O:2][CH3:1])[CH:4]=2)[C:9]=1[OH:13], predict the reactants needed to synthesize it. The reactants are: [CH3:1][O:2][C:3]1[CH:4]=[C:5]2[C:10](=[CH:11][CH:12]=1)[C:9](=[O:13])[CH2:8][CH:7]([CH2:14][CH2:15][CH3:16])[CH2:6]2.[Br:17]Br.C1CCN2C(=NCCC2)CC1. (2) Given the product [Cl:14][C:6]1[CH:5]=[N:4][N:3]([CH2:1][CH3:2])[C:8](=[O:9])[CH:7]=1, predict the reactants needed to synthesize it. The reactants are: [CH2:1]([N:3]1[C:8](=[O:9])[CH:7]=[C:6](OC)[CH:5]=[N:4]1)[CH3:2].P(Cl)(Cl)([Cl:14])=O. (3) Given the product [C:1]([O:53][CH:45]1[CH2:44][CH2:43][CH2:42][N:41]([C:39](=[O:40])[C:35]2[CH:34]=[CH:33][C:32]([NH:31][C:29](=[O:30])[C:28]3[CH:27]=[CH:26][CH:25]=[CH:24][C:23]=3[CH3:22])=[CH:37][C:36]=2[CH3:38])[C:47]2[CH:48]=[CH:49][C:50]([Cl:52])=[CH:51][C:46]1=2)(=[O:17])[CH2:2][CH2:3][CH2:4][CH2:5][CH2:6][CH2:7][CH2:8][CH2:9][CH2:10][CH2:11][CH2:12][CH2:13][CH2:14][CH2:15][CH3:16], predict the reactants needed to synthesize it. The reactants are: [C:1](Cl)(=[O:17])[CH2:2][CH2:3][CH2:4][CH2:5][CH2:6][CH2:7][CH2:8][CH2:9][CH2:10][CH2:11][CH2:12][CH2:13][CH2:14][CH2:15][CH3:16].ClCCl.[CH3:22][C:23]1[CH:24]=[CH:25][CH:26]=[CH:27][C:28]=1[C:29]([NH:31][C:32]1[CH:33]=[CH:34][C:35]([C:39]([N:41]2[C:47]3[CH:48]=[CH:49][C:50]([Cl:52])=[CH:51][C:46]=3[CH:45]([OH:53])[CH2:44][CH2:43][CH2:42]2)=[O:40])=[C:36]([CH3:38])[CH:37]=1)=[O:30].N1C=CC=CC=1. (4) Given the product [OH:15][C:12]1[C:13]2[O:14][C:6]3[CH:5]=[CH:4][C:3]([O:24][CH3:25])=[C:2]([Br:1])[C:7]=3[C:8]=2[CH:26]=[C:10]([C:16]2[S:20][C:19]([CH:21]([CH3:23])[CH3:22])=[N:18][CH:17]=2)[CH:11]=1, predict the reactants needed to synthesize it. The reactants are: [Br:1][C:2]1[C:7]2[C:8]3N[CH:10]([C:16]4[S:20][C:19]([CH:21]([CH3:23])[CH3:22])=[N:18][CH:17]=4)[CH2:11][C:12](=[O:15])[C:13]=3[O:14][C:6]=2[CH:5]=[CH:4][C:3]=1[O:24][CH3:25].[CH2:26]1COCC1. (5) The reactants are: [C:1]([C:3]1[CH:4]=[C:5](B(O)O)[CH:6]=[CH:7][CH:8]=1)#[N:2].[NH2:12][C:13]1[N:14]=[C:15]([N:24]2[CH2:29][CH2:28][N:27]([C:30](=[O:40])[CH2:31][O:32][C:33]3[CH:38]=[CH:37][C:36]([Cl:39])=[CH:35][CH:34]=3)[CH2:26][CH2:25]2)[C:16]2[N:22]=[C:21](Cl)[CH:20]=[CH:19][C:17]=2[N:18]=1. Given the product [NH2:12][C:13]1[N:14]=[C:15]([N:24]2[CH2:29][CH2:28][N:27]([C:30](=[O:40])[CH2:31][O:32][C:33]3[CH:38]=[CH:37][C:36]([Cl:39])=[CH:35][CH:34]=3)[CH2:26][CH2:25]2)[C:16]2[N:22]=[C:21]([C:7]3[CH:6]=[CH:5][CH:4]=[C:3]([C:1]#[N:2])[CH:8]=3)[CH:20]=[CH:19][C:17]=2[N:18]=1, predict the reactants needed to synthesize it. (6) Given the product [C:1]([O:5][C:6](=[O:17])[C:7]1[CH:12]=[C:11]([CH2:13][CH3:14])[N:10]=[C:9]([CH2:15][CH3:16])[CH:8]=1)([CH3:3])([CH3:4])[CH3:2], predict the reactants needed to synthesize it. The reactants are: [C:1]([O:5][C:6](=[O:17])[C:7]1[CH:12]=[C:11]([CH:13]=[CH2:14])[N:10]=[C:9]([CH:15]=[CH2:16])[CH:8]=1)([CH3:4])([CH3:3])[CH3:2]. (7) Given the product [S:8]1[CH:9]=[CH:10][C:6]2[CH:5]=[CH:4][C:3]([CH2:1][CH2:2][OH:24])=[CH:11][C:7]1=2, predict the reactants needed to synthesize it. The reactants are: [CH:1]([C:3]1[CH:4]=[CH:5][C:6]2[CH:10]=[CH:9][S:8][C:7]=2[CH:11]=1)=[CH2:2].C12BC(CCC1)CCC2.C1C[O:24]CC1. (8) Given the product [NH:1]([C:18]([O:20][C:21]([CH3:24])([CH3:23])[CH3:22])=[O:19])[C@H:2]([C:7]([NH:9][C@H:10]([C:15]([NH2:26])=[O:16])[CH2:11][CH:12]([CH3:14])[CH3:13])=[O:8])[CH2:3][CH:4]([CH3:6])[CH3:5], predict the reactants needed to synthesize it. The reactants are: [NH:1]([C:18]([O:20][C:21]([CH3:24])([CH3:23])[CH3:22])=[O:19])[C@H:2]([C:7]([NH:9][C@H:10]([C:15](O)=[O:16])[CH2:11][CH:12]([CH3:14])[CH3:13])=[O:8])[CH2:3][CH:4]([CH3:6])[CH3:5].C[N:26]1CCOCC1.ClC(OCC(C)C)=O.N. (9) Given the product [NH2:12][C:10]1[CH:9]=[CH:8][C:7]([NH:15][S:16]([CH3:19])(=[O:18])=[O:17])=[C:6]([O:5][CH2:4][CH:1]2[CH2:3][CH2:2]2)[CH:11]=1, predict the reactants needed to synthesize it. The reactants are: [CH:1]1([CH2:4][O:5][C:6]2[CH:11]=[C:10]([N+:12]([O-])=O)[CH:9]=[CH:8][C:7]=2[NH:15][S:16]([CH3:19])(=[O:18])=[O:17])[CH2:3][CH2:2]1.[NH4+].[Cl-]. (10) Given the product [NH2:1][C:2]1[CH:7]=[N:6][CH:5]=[C:4]([CH:3]=1)[C:8]([NH:10][C@@:11]1([C:16](=[O:18])[NH:23][CH2:22][C:21]2[CH:24]=[CH:25][C:26]([NH:28][C:29]3[CH:34]=[CH:33][C:32]([O:35][CH3:36])=[CH:31][C:30]=3[C:37]([F:38])([F:39])[F:40])=[CH:27][C:20]=2[F:19])[CH2:15][CH2:14][O:13][CH2:12]1)=[O:9], predict the reactants needed to synthesize it. The reactants are: [NH2:1][C:2]1[CH:3]=[C:4]([C:8]([NH:10][C@@:11]2([C:16]([OH:18])=O)[CH2:15][CH2:14][O:13][CH2:12]2)=[O:9])[CH:5]=[N:6][CH:7]=1.[F:19][C:20]1[CH:27]=[C:26]([NH:28][C:29]2[CH:34]=[CH:33][C:32]([O:35][CH3:36])=[CH:31][C:30]=2[C:37]([F:40])([F:39])[F:38])[CH:25]=[CH:24][C:21]=1[CH2:22][NH2:23].